This data is from Forward reaction prediction with 1.9M reactions from USPTO patents (1976-2016). The task is: Predict the product of the given reaction. (1) Given the reactants [CH2:1]([C:3]1[CH:8]=[CH:7][C:6]([CH:9]2[CH2:14][N:13]([C:15]([N:17]3[CH2:22][CH2:21][O:20][CH2:19][CH2:18]3)=[O:16])[CH2:12][CH:11]([C:23]([OH:25])=O)[CH2:10]2)=[CH:5][CH:4]=1)[CH3:2].[Cl:26][C:27]1[S:31][C:30]([C:32](=[N:34]O)[NH2:33])=[CH:29][CH:28]=1, predict the reaction product. The product is: [Cl:26][C:27]1[S:31][C:30]([C:32]2[N:34]=[C:23]([CH:11]3[CH2:10][CH:9]([C:6]4[CH:5]=[CH:4][C:3]([CH2:1][CH3:2])=[CH:8][CH:7]=4)[CH2:14][N:13]([C:15]([N:17]4[CH2:18][CH2:19][O:20][CH2:21][CH2:22]4)=[O:16])[CH2:12]3)[O:25][N:33]=2)=[CH:29][CH:28]=1. (2) Given the reactants [CH3:1][NH:2][S:3]([CH3:6])(=[O:5])=[O:4].C(#N)C.[F:10][C:11]1[CH:16]=[CH:15][C:14]([C:17]2[C:22]([C:23]([O:25][CH3:26])=[O:24])=[C:21]([CH:27]([CH3:29])[CH3:28])[N:20]=[C:19](OS(C3C=CC(C)=CC=3)(=O)=O)[N:18]=2)=[CH:13][CH:12]=1, predict the reaction product. The product is: [F:10][C:11]1[CH:12]=[CH:13][C:14]([C:17]2[C:22]([C:23]([O:25][CH3:26])=[O:24])=[C:21]([CH:27]([CH3:29])[CH3:28])[N:20]=[C:19]([N:2]([CH3:1])[S:3]([CH3:6])(=[O:5])=[O:4])[N:18]=2)=[CH:15][CH:16]=1. (3) Given the reactants [NH2:1][C:2]1[CH:7]=[CH:6][C:5]([C:8]2[CH:13]=[CH:12][CH:11]=[CH:10][CH:9]=2)=[CH:4][CH:3]=1.[C:14]([NH:17]/[C:18](/[C:32]1[CH:37]=[CH:36][CH:35]=[C:34]([F:38])[C:33]=1[O:39][CH3:40])=[C:19](/[CH2:24][CH2:25][C:26]1[CH:31]=[CH:30][CH:29]=[CH:28][CH:27]=1)\[C:20](OC)=[O:21])(=O)[CH3:15], predict the reaction product. The product is: [C:5]1([C:8]2[CH:13]=[CH:12][CH:11]=[CH:10][CH:9]=2)[CH:4]=[CH:3][C:2]([N:1]2[C:20](=[O:21])[C:19]([CH2:24][CH2:25][C:26]3[CH:31]=[CH:30][CH:29]=[CH:28][CH:27]=3)=[C:18]([C:32]3[CH:37]=[CH:36][CH:35]=[C:34]([F:38])[C:33]=3[O:39][CH3:40])[N:17]=[C:14]2[CH3:15])=[CH:7][CH:6]=1. (4) Given the reactants [C:1]([N:8]1[CH2:13][CH2:12][C:11](=O)[CH2:10][CH2:9]1)([O:3][C:4]([CH3:7])([CH3:6])[CH3:5])=[O:2].[CH3:15][C:16]1[C:17]([CH2:23][NH2:24])=[N:18][CH:19]=[C:20]([CH3:22])[CH:21]=1.[BH-](OC(C)=O)(OC(C)=O)OC(C)=O.[Na+], predict the reaction product. The product is: [C:4]([O:3][C:1]([N:8]1[CH2:13][CH2:12][CH:11]([NH:24][CH2:23][C:17]2[C:16]([CH3:15])=[CH:21][C:20]([CH3:22])=[CH:19][N:18]=2)[CH2:10][CH2:9]1)=[O:2])([CH3:7])([CH3:6])[CH3:5]. (5) Given the reactants [Li]CCCC.Br[C:7]1[CH:8]=[N:9][CH:10]=[C:11]([CH2:13][O:14][Si:15]([CH:22]([CH3:24])[CH3:23])([CH:19]([CH3:21])[CH3:20])[CH:16]([CH3:18])[CH3:17])[CH:12]=1.[CH3:25][C:26]([CH3:28])=[O:27], predict the reaction product. The product is: [CH:16]([Si:15]([CH:22]([CH3:24])[CH3:23])([CH:19]([CH3:21])[CH3:20])[O:14][CH2:13][C:11]1[CH:12]=[C:7]([C:26]([OH:27])([CH3:28])[CH3:25])[CH:8]=[N:9][CH:10]=1)([CH3:18])[CH3:17]. (6) Given the reactants [CH3:1][C:2]1[C:3]([CH2:21]O)=[N:4][CH:5]=[CH:6][C:7]=1[O:8][CH2:9][C:10]1([CH3:20])[O:19][CH2:18][C:13]2([O:17][CH2:16][CH2:15][O:14]2)[CH2:12][O:11]1.C(N(CC)CC)C.CS(Cl)(=O)=O.C(=O)([O-])O.[Na+].[SH:40][C:41]1[NH:42][C:43]2[CH:49]=[CH:48][CH:47]=[CH:46][C:44]=2[N:45]=1.[OH-].[Na+], predict the reaction product. The product is: [CH3:1][C:2]1[C:3]([CH2:21][S:40][C:41]2[NH:45][C:44]3[CH:46]=[CH:47][CH:48]=[CH:49][C:43]=3[N:42]=2)=[N:4][CH:5]=[CH:6][C:7]=1[O:8][CH2:9][C:10]1([CH3:20])[O:19][CH2:18][C:13]2([O:17][CH2:16][CH2:15][O:14]2)[CH2:12][O:11]1. (7) Given the reactants [CH:1]([C:3]1[CH:4]=[C:5]([CH:9]=[CH:10][CH:11]=1)[C:6]([OH:8])=[O:7])=O.[N:12]1([C:18]([O:20][C:21]([CH3:24])([CH3:23])[CH3:22])=[O:19])[CH2:17][CH2:16][NH:15][CH2:14][CH2:13]1.[BH3-]C#N.[Na+], predict the reaction product. The product is: [C:21]([O:20][C:18]([N:12]1[CH2:17][CH2:16][N:15]([CH2:1][C:3]2[CH:4]=[C:5]([CH:9]=[CH:10][CH:11]=2)[C:6]([OH:8])=[O:7])[CH2:14][CH2:13]1)=[O:19])([CH3:24])([CH3:22])[CH3:23]. (8) The product is: [CH:14]([N:11]1[CH2:12][CH2:13][N:8]([C:5]2[N:6]=[CH:7][C:2]([C:26]3[CH:27]=[C:22]([NH:21][C:18](=[O:20])[CH3:19])[CH:23]=[CH:24][CH:25]=3)=[CH:3][C:4]=2[CH3:17])[CH2:9][CH2:10]1)([CH3:16])[CH3:15]. Given the reactants Br[C:2]1[CH:3]=[C:4]([CH3:17])[C:5]([N:8]2[CH2:13][CH2:12][N:11]([CH:14]([CH3:16])[CH3:15])[CH2:10][CH2:9]2)=[N:6][CH:7]=1.[C:18]([NH:21][C:22]1[CH:23]=[C:24](B(O)O)[CH:25]=[CH:26][CH:27]=1)(=[O:20])[CH3:19], predict the reaction product. (9) Given the reactants [CH2:1]([NH:8][CH2:9][C:10]1[CH:15]=[CH:14][CH:13]=[CH:12][CH:11]=1)[C:2]1[CH:7]=[CH:6][CH:5]=[CH:4][CH:3]=1.[Li]CCCC.N#N.F[C:24]1[CH:32]=[CH:31][CH:30]=[CH:29][C:25]=1[C:26]([OH:28])=[O:27], predict the reaction product. The product is: [CH2:9]([N:8]([CH2:1][C:2]1[CH:7]=[CH:6][CH:5]=[CH:4][CH:3]=1)[C:24]1[CH:32]=[CH:31][CH:30]=[CH:29][C:25]=1[C:26]([OH:28])=[O:27])[C:10]1[CH:15]=[CH:14][CH:13]=[CH:12][CH:11]=1. (10) The product is: [CH3:8][C:5]1[CH:6]=[CH:7][C:2]([C:14]#[C:13][Si:15]([CH3:18])([CH3:17])[CH3:16])=[C:3]([CH2:9][C:10]([OH:12])=[O:11])[CH:4]=1. Given the reactants I[C:2]1[CH:7]=[CH:6][C:5]([CH3:8])=[CH:4][C:3]=1[CH2:9][C:10]([OH:12])=[O:11].[C:13]([Si:15]([CH3:18])([CH3:17])[CH3:16])#[CH:14], predict the reaction product.